Dataset: Caco-2 cell permeability data measuring drug intestinal absorption for ~900 compounds. Task: Regression/Classification. Given a drug SMILES string, predict its absorption, distribution, metabolism, or excretion properties. Task type varies by dataset: regression for continuous measurements (e.g., permeability, clearance, half-life) or binary classification for categorical outcomes (e.g., BBB penetration, CYP inhibition). For this dataset (caco2_wang), we predict Y. The compound is O=c1c(-c2ccc(O)cc2)coc2c(C3O[C@H](CO)[C@@H](O)[C@H](O)[C@H]3O)c(O)ccc12. The Y is -6.40 log Papp (cm/s).